Dataset: Catalyst prediction with 721,799 reactions and 888 catalyst types from USPTO. Task: Predict which catalyst facilitates the given reaction. (1) Reactant: [H-].[Na+].[CH2:3]([O:5][C:6]([O:9][CH2:10][CH3:11])([OH:8])[CH3:7])[CH3:4].[CH2:12](Cl)[C:13](=[CH2:15])[CH3:14]. Product: [CH2:3]([O:5][C:6]([O:8][CH2:14][C:13](=[CH2:12])[CH3:15])([O:9][CH2:10][CH3:11])[CH3:7])[CH3:4]. The catalyst class is: 1. (2) Reactant: [CH2:1]([O:8][CH2:9][CH2:10][CH2:11][C:12]1[N:13]=[C:14]([C:28]2[CH:33]=[CH:32][C:31]([C:34]([F:37])([F:36])[F:35])=[CH:30][CH:29]=2)[S:15][C:16]=1[CH2:17][O:18][C:19]1[CH:26]=[CH:25][C:22]([C:23]#[N:24])=[C:21]([F:27])[CH:20]=1)[C:2]1[CH:7]=[CH:6][CH:5]=[CH:4][CH:3]=1.Cl.[NH2:39][OH:40].C(N(CC)CC)C. Product: [CH2:1]([O:8][CH2:9][CH2:10][CH2:11][C:12]1[N:13]=[C:14]([C:28]2[CH:29]=[CH:30][C:31]([C:34]([F:36])([F:35])[F:37])=[CH:32][CH:33]=2)[S:15][C:16]=1[CH2:17][O:18][C:19]1[CH:26]=[CH:25][C:22]([C:23]([NH:39][OH:40])=[NH:24])=[C:21]([F:27])[CH:20]=1)[C:2]1[CH:7]=[CH:6][CH:5]=[CH:4][CH:3]=1. The catalyst class is: 83. (3) Reactant: [CH3:1][C:2]1[N:3]=[C:4]([C:7]#[N:8])[S:5][CH:6]=1.[C:9](OC)(=[O:17])[C:10]1[C:11](=[CH:13][CH:14]=[CH:15][CH:16]=1)[SH:12].C(N(CC)CC)C. Product: [CH3:1][C:2]1[N:3]=[C:4]([C:7]2[S:12][C:11]3[CH:13]=[CH:14][CH:15]=[CH:16][C:10]=3[C:9](=[O:17])[N:8]=2)[S:5][CH:6]=1. The catalyst class is: 11. (4) Reactant: [CH3:1][C:2]1[NH:6][C:5]2[C:7]([C:17]([O:19]C)=[O:18])=[CH:8][C:9]([N:11]3[CH2:16][CH2:15][O:14][CH2:13][CH2:12]3)=[CH:10][C:4]=2[N:3]=1.Br[CH2:22][C:23]1[CH:28]=[CH:27][CH:26]=[C:25]([Cl:29])[C:24]=1[CH3:30].C(=O)([O-])[O-].[K+].[K+].[OH-].[Li+]. Product: [Cl:29][C:25]1[C:24]([CH3:30])=[C:23]([CH2:22][N:3]2[C:4]3[CH:10]=[C:9]([N:11]4[CH2:12][CH2:13][O:14][CH2:15][CH2:16]4)[CH:8]=[C:7]([C:17]([OH:19])=[O:18])[C:5]=3[N:6]=[C:2]2[CH3:1])[CH:28]=[CH:27][CH:26]=1. The catalyst class is: 782. (5) Reactant: C(OC([NH:11][C@@H:12]1[C:15](=[O:16])[NH:14][C@@H:13]1[CH2:17][N:18]1[CH:22]=[CH:21][N:20]([C:23]([O:25][C:26]([CH3:29])([CH3:28])[CH3:27])=[O:24])[C:19]1=[O:30])=O)C1C=CC=CC=1. The catalyst class is: 45. Product: [NH2:11][C@@H:12]1[C:15](=[O:16])[NH:14][C@@H:13]1[CH2:17][N:18]1[CH:22]=[CH:21][N:20]([C:23]([O:25][C:26]([CH3:28])([CH3:27])[CH3:29])=[O:24])[C:19]1=[O:30]. (6) Reactant: [C:1]([C:3]1[CH:42]=[CH:41][CH:40]=[CH:39][C:4]=1[C:5]([N:7]1[CH2:12][CH:11]=[C:10]([C:13]2[CH:34]=[CH:33][C:16]([C:17]([NH:19][C:20]([NH:22]C(OCC3C=CC=CC=3)=O)=[NH:21])=[O:18])=[CH:15][C:14]=2[C:35]([F:38])([F:37])[F:36])[CH2:9][CH2:8]1)=[O:6])#[N:2]. Product: [C:1]([C:3]1[CH:42]=[CH:41][CH:40]=[CH:39][C:4]=1[C:5]([N:7]1[CH2:8][CH:9]=[C:10]([C:13]2[CH:34]=[CH:33][C:16]([C:17]([NH:19][C:20]([NH2:22])=[NH:21])=[O:18])=[CH:15][C:14]=2[C:35]([F:38])([F:36])[F:37])[CH2:11][CH2:12]1)=[O:6])#[N:2]. The catalyst class is: 421. (7) Reactant: C([N:8](C(OC(C)(C)C)=O)[C:9]1[N:14]=[C:13]([N:15]2[CH2:20][CH2:19][O:18][CH2:17][CH2:16]2)[N:12]=[C:11]([C:21]#[N:22])[CH:10]=1)(OC(C)(C)C)=O.FC(F)(F)C(O)=O. Product: [NH2:8][C:9]1[N:14]=[C:13]([N:15]2[CH2:20][CH2:19][O:18][CH2:17][CH2:16]2)[N:12]=[C:11]([C:21]#[N:22])[CH:10]=1. The catalyst class is: 232. (8) Reactant: [Cl:1][C:2]1[C:3]([F:31])=[C:4]([CH:24]=[C:25]([C:27]([F:30])([F:29])[F:28])[CH:26]=1)[CH2:5][C:6]([OH:23])([C:19]([F:22])([F:21])[F:20])[CH2:7][C:8]([C:11]1[CH:16]=[C:15]([F:17])[CH:14]=[CH:13][C:12]=1[OH:18])([CH3:10])[CH3:9].C(=O)([O-])[O-].[K+].[K+].I[CH2:39][CH3:40]. Product: [Cl:1][C:2]1[C:3]([F:31])=[C:4]([CH:24]=[C:25]([C:27]([F:28])([F:29])[F:30])[CH:26]=1)[CH2:5][C:6]([OH:23])([CH2:7][C:8]([C:11]1[CH:16]=[C:15]([F:17])[CH:14]=[CH:13][C:12]=1[O:18][CH2:39][CH3:40])([CH3:10])[CH3:9])[C:19]([F:21])([F:22])[F:20]. The catalyst class is: 163. (9) Reactant: [NH2:1][CH:2]([C:7]1[CH:12]=[CH:11][C:10]([Cl:13])=[C:9]([Cl:14])[CH:8]=1)[CH2:3][C:4]([OH:6])=[O:5].C(N(CC)CC)C.[CH3:22][C:23]([O:26][C:27](O[C:27]([O:26][C:23]([CH3:25])([CH3:24])[CH3:22])=[O:28])=[O:28])([CH3:25])[CH3:24]. Product: [C:27]([NH:1][CH:2]([C:7]1[CH:12]=[CH:11][C:10]([Cl:13])=[C:9]([Cl:14])[CH:8]=1)[CH2:3][C:4]([OH:6])=[O:5])([O:26][C:23]([CH3:25])([CH3:24])[CH3:22])=[O:28]. The catalyst class is: 127. (10) Reactant: [Si]([O:18][CH2:19][C:20]1[S:24][C:23]([C:25]2[CH:30]=[CH:29][C:28]([NH:31][C:32](=[O:38])[O:33][C:34]([CH3:37])([CH3:36])[CH3:35])=[C:27]([NH:39][C:40](=[O:53])[C:41]3[CH:46]=[CH:45][C:44]([C:47]4[CH:48]=[N:49][CH:50]=[CH:51][CH:52]=4)=[CH:43][CH:42]=3)[CH:26]=2)=[CH:22][CH:21]=1)(C(C)(C)C)(C1C=CC=CC=1)C1C=CC=CC=1.CCOC(C)=O. Product: [OH:18][CH2:19][C:20]1[S:24][C:23]([C:25]2[CH:30]=[CH:29][C:28]([NH:31][C:32](=[O:38])[O:33][C:34]([CH3:37])([CH3:36])[CH3:35])=[C:27]([NH:39][C:40](=[O:53])[C:41]3[CH:42]=[CH:43][C:44]([C:47]4[CH:48]=[N:49][CH:50]=[CH:51][CH:52]=4)=[CH:45][CH:46]=3)[CH:26]=2)=[CH:22][CH:21]=1. The catalyst class is: 2.